This data is from Full USPTO retrosynthesis dataset with 1.9M reactions from patents (1976-2016). The task is: Predict the reactants needed to synthesize the given product. Given the product [CH3:20][C:15]1([CH3:21])[C:16]([CH3:19])([CH3:18])[O:17][B:13]([C:2]2[CH:3]=[C:4]([NH:8][S:9]([CH3:12])(=[O:11])=[O:10])[CH:5]=[N:6][CH:7]=2)[O:14]1, predict the reactants needed to synthesize it. The reactants are: Br[C:2]1[CH:3]=[C:4]([NH:8][S:9]([CH3:12])(=[O:11])=[O:10])[CH:5]=[N:6][CH:7]=1.[B:13]1([B:13]2[O:17][C:16]([CH3:19])([CH3:18])[C:15]([CH3:21])([CH3:20])[O:14]2)[O:17][C:16]([CH3:19])([CH3:18])[C:15]([CH3:21])([CH3:20])[O:14]1.C(O[K])(C)=O.